This data is from Catalyst prediction with 721,799 reactions and 888 catalyst types from USPTO. The task is: Predict which catalyst facilitates the given reaction. Reactant: [CH3:1][C@H:2]1[CH2:6][CH2:5][CH2:4][N:3]1[C@H:7]1[CH2:11][CH2:10][N:9]([C:12]2[CH:13]=[C:14]3[C:19](=[CH:20][CH:21]=2)[CH2:18][NH:17][CH2:16][CH2:15]3)[CH2:8]1.Br[C:23]1[C:28]([C:29]([NH:31][CH3:32])=[O:30])=[CH:27][N:26]=[CH:25][CH:24]=1.CC(C)([O-])C.[Na+]. Product: [CH3:32][NH:31][C:29](=[O:30])[C:28]1[CH:23]=[CH:24][C:25]([N:17]2[CH2:16][CH2:15][C:14]3[C:19](=[CH:20][CH:21]=[C:12]([N:9]4[CH2:10][CH2:11][C@H:7]([N:3]5[CH2:4][CH2:5][CH2:6][C@@H:2]5[CH3:1])[CH2:8]4)[CH:13]=3)[CH2:18]2)=[N:26][CH:27]=1. The catalyst class is: 733.